Dataset: Reaction yield outcomes from USPTO patents with 853,638 reactions. Task: Predict the reaction yield, written as a fraction of the theoretical maximum amount of product (1.0 means a 100% yield; for example, 0.34 means a 34% yield). (1) The catalyst is C1(C)C=CC=CC=1.CC([O-])=O.CC([O-])=O.[Pd+2]. The product is [Cl:40][C:39]1[CH:38]=[CH:37][C:21]([C:22]([N:24]2[CH2:25][CH2:26][N:27]([C:30]([O:32][C:33]([CH3:35])([CH3:34])[CH3:36])=[O:31])[CH2:28][CH2:29]2)=[O:23])=[CH:20][C:19]=1[N:17]([CH3:18])[C:15]([C:13]1[S:12][C:11]2[C:5]3[CH:4]=[CH:3][C:2]([C:64](=[O:63])[NH:85][CH3:84])=[CH:41][C:6]=3[O:7][CH2:8][CH2:9][C:10]=2[CH:14]=1)=[O:16]. The yield is 0.800. The reactants are Br[C:2]1[CH:3]=[CH:4][C:5]2[C:11]3[S:12][C:13]([C:15]([N:17]([C:19]4[CH:20]=[C:21]([CH:37]=[CH:38][C:39]=4[Cl:40])[C:22]([N:24]4[CH2:29][CH2:28][N:27]([C:30]([O:32][C:33]([CH3:36])([CH3:35])[CH3:34])=[O:31])[CH2:26][CH2:25]4)=[O:23])[CH3:18])=[O:16])=[CH:14][C:10]=3[CH2:9][CH2:8][O:7][C:6]=2[CH:41]=1.CC1(C)C2[C:64](=C(P(C3C=CC=CC=3)C3C=CC=CC=3)C=CC=2)[O:63]C2C(P(C3C=CC=CC=3)C3C=CC=CC=3)=CC=CC1=2.[CH3:84][NH2:85].Cl.C([O-])([O-])=O.[Na+].[Na+]. (2) The reactants are [I:1][C:2]1[CH:7]=[CH:6][CH:5]=[CH:4][C:3]=1[OH:8].[H-].[Na+].Br[CH2:12][CH:13]=[CH:14][CH2:15][CH3:16]. The catalyst is CN(C=O)C. The product is [I:1][C:2]1[CH:7]=[CH:6][CH:5]=[CH:4][C:3]=1[O:8][CH2:12][CH:13]=[CH:14][CH2:15][CH3:16]. The yield is 0.990. (3) The reactants are [CH3:1][N:2]1[C:6]([C:7]2[CH:19]=[N:18][C:17]3[C:16]4[CH:15]=[C:14]([O:20][CH3:21])[C:13]([C:22]([O:24][CH3:25])=[O:23])=[CH:12][C:11]=4[NH:10][C:9]=3[CH:8]=2)=[C:5]([CH3:26])[N:4]=[N:3]1.[C:27]1([C@@H:33]([CH:35]2[CH2:40][CH2:39][O:38][CH2:37][CH2:36]2)O)[CH:32]=[CH:31][CH:30]=[CH:29][CH:28]=1.C1(P(C2C=CC=CC=2)C2C=CC=CC=2)C=CC=CC=1.CC(OC(/N=N/C(OC(C)C)=O)=O)C. The catalyst is C1COCC1. The product is [CH3:1][N:2]1[C:6]([C:7]2[CH:19]=[N:18][C:17]3[C:16]4[CH:15]=[C:14]([O:20][CH3:21])[C:13]([C:22]([O:24][CH3:25])=[O:23])=[CH:12][C:11]=4[N:10]([C@H:33]([C:27]4[CH:32]=[CH:31][CH:30]=[CH:29][CH:28]=4)[CH:35]4[CH2:36][CH2:37][O:38][CH2:39][CH2:40]4)[C:9]=3[CH:8]=2)=[C:5]([CH3:26])[N:4]=[N:3]1. The yield is 0.500.